Dataset: Full USPTO retrosynthesis dataset with 1.9M reactions from patents (1976-2016). Task: Predict the reactants needed to synthesize the given product. (1) Given the product [NH2:1][C:2]1[O:6][N:5]=[C:4]([C:7]2[CH:12]=[CH:11][CH:10]=[C:9]([F:13])[CH:8]=2)[C:3]=1[C:14]([N:39]1[CH2:38][CH2:37][N:36]([C:31]2[CH:32]=[CH:33][CH:34]=[CH:35][C:30]=2[F:29])[CH2:41][CH2:40]1)=[O:16], predict the reactants needed to synthesize it. The reactants are: [NH2:1][C:2]1[O:6][N:5]=[C:4]([C:7]2[CH:12]=[CH:11][CH:10]=[C:9]([F:13])[CH:8]=2)[C:3]=1[C:14]([OH:16])=O.Cl.C(N=C=NCCCN(C)C)C.[F:29][C:30]1[CH:35]=[CH:34][CH:33]=[CH:32][C:31]=1[N:36]1[CH2:41][CH2:40][NH:39][CH2:38][CH2:37]1. (2) Given the product [Cl:1][C:2]1[CH:32]=[CH:31][CH:30]=[C:29]([F:33])[C:3]=1[CH2:4][C@H:5]([C:6](=[O:7])[N:8]1[C@@H:12]([C:13]2[CH:14]=[CH:15][CH:16]=[CH:17][CH:18]=2)[C@@H:11]([C:19]2[CH:24]=[CH:23][CH:22]=[CH:21][CH:20]=2)[O:10][C:9]1=[O:25])[CH2:26][CH:27]=[O:34], predict the reactants needed to synthesize it. The reactants are: [Cl:1][C:2]1[CH:32]=[CH:31][CH:30]=[C:29]([F:33])[C:3]=1[CH2:4][C@@H:5]([CH2:26][CH:27]=C)[C:6]([N:8]1[C@@H:12]([C:13]2[CH:18]=[CH:17][CH:16]=[CH:15][CH:14]=2)[C@@H:11]([C:19]2[CH:24]=[CH:23][CH:22]=[CH:21][CH:20]=2)[O:10][C:9]1=[O:25])=[O:7].[O:34]=O.N#N.S(C)C. (3) Given the product [Cl:18][C:19]1[CH:24]=[CH:23][CH:22]=[C:21]([CH3:25])[C:20]=1[NH:26][C:27]1[NH:1][C:2]2[C:7]3[CH2:8][C:9]([CH3:12])([CH3:11])[O:10][C:6]=3[C:5]([C:13]([O:15][CH3:16])=[O:14])=[CH:4][C:3]=2[N:17]=1, predict the reactants needed to synthesize it. The reactants are: [NH2:1][C:2]1[C:7]2[CH2:8][C:9]([CH3:12])([CH3:11])[O:10][C:6]=2[C:5]([C:13]([O:15][CH3:16])=[O:14])=[CH:4][C:3]=1[NH2:17].[Cl:18][C:19]1[CH:24]=[CH:23][CH:22]=[C:21]([CH3:25])[C:20]=1[N:26]=[C:27]=S. (4) The reactants are: [CH:1]1([C:4]2[CH:5]=[C:6]([NH:20]C(=O)OC(C)(C)C)[CH:7]=[C:8]3[C:12]=2[N:11]([C:13]2[CH:14]=[N:15][C:16]([CH3:19])=[CH:17][CH:18]=2)[CH:10]=[CH:9]3)[CH2:3][CH2:2]1.Cl. Given the product [CH:1]1([C:4]2[CH:5]=[C:6]([NH2:20])[CH:7]=[C:8]3[C:12]=2[N:11]([C:13]2[CH:14]=[N:15][C:16]([CH3:19])=[CH:17][CH:18]=2)[CH:10]=[CH:9]3)[CH2:3][CH2:2]1, predict the reactants needed to synthesize it. (5) Given the product [Cl:14][C:15]1[CH:16]=[C:17]([CH2:22][CH2:23][CH2:24][CH2:25][C:26]2[CH:27]=[CH:28][C:29]([NH:32][C:2]3[CH:10]=[CH:9][C:8]([N+:11]([O-:13])=[O:12])=[CH:7][C:3]=3[C:4]([OH:6])=[O:5])=[CH:30][CH:31]=2)[CH:18]=[CH:19][C:20]=1[Cl:21], predict the reactants needed to synthesize it. The reactants are: F[C:2]1[CH:10]=[CH:9][C:8]([N+:11]([O-:13])=[O:12])=[CH:7][C:3]=1[C:4]([OH:6])=[O:5].[Cl:14][C:15]1[CH:16]=[C:17]([CH2:22][CH2:23][CH2:24][CH2:25][C:26]2[CH:31]=[CH:30][C:29]([NH2:32])=[CH:28][CH:27]=2)[CH:18]=[CH:19][C:20]=1[Cl:21].CCN(CC)CC. (6) Given the product [CH3:2][O:3][C:4](=[O:13])[CH2:5][C:6]1[C:16]([CH3:17])=[CH:15][N:8]2[C:7]=1[CH:12]=[CH:11][CH:10]=[CH:9]2, predict the reactants needed to synthesize it. The reactants are: Cl.[CH3:2][O:3][C:4](=[O:13])[CH2:5][CH2:6][C:7]1[CH:12]=[CH:11][CH:10]=[CH:9][N:8]=1.Cl[CH2:15][C:16](=O)[CH3:17].C(=O)([O-])O.[Na+]. (7) Given the product [NH2:11][C:5]1[CH:6]=[C:7]([NH:29][C:12](=[O:13])[O:14][C:15]([CH3:18])([CH3:17])[CH3:16])[CH:8]=[CH:9][C:4]=1[N+:1]([O-:3])=[O:2], predict the reactants needed to synthesize it. The reactants are: [N+:1]([C:4]1[CH:9]=[C:8](N)[CH:7]=[CH:6][C:5]=1[NH2:11])([O-:3])=[O:2].[C:12](O[C:12]([O:14][C:15]([CH3:18])([CH3:17])[CH3:16])=[O:13])([O:14][C:15]([CH3:18])([CH3:17])[CH3:16])=[O:13].CC[N:29](C(C)C)C(C)C. (8) Given the product [CH3:18][C:19]1[CH:24]=[C:23]([C:2]2[CH:11]=[C:10]([N:12]([CH3:17])[S:13]([CH3:16])(=[O:15])=[O:14])[CH:9]=[C:4]([C:5]([OH:7])=[O:6])[CH:3]=2)[CH:22]=[CH:21][CH:20]=1, predict the reactants needed to synthesize it. The reactants are: Br[C:2]1[CH:3]=[C:4]([CH:9]=[C:10]([N:12]([CH3:17])[S:13]([CH3:16])(=[O:15])=[O:14])[CH:11]=1)[C:5]([O:7]C)=[O:6].[CH3:18][C:19]1[CH:20]=[C:21](B(O)O)[CH:22]=[CH:23][CH:24]=1.C(N(CC)CC)C.N.Cl.